Dataset: Full USPTO retrosynthesis dataset with 1.9M reactions from patents (1976-2016). Task: Predict the reactants needed to synthesize the given product. (1) Given the product [CH3:1][O:2][C:3]([C@:5]1([CH3:19])[C@H:9]([OH:10])[CH2:8][CH2:7][N:6]1[C:11]([O:13][C:14]([CH3:17])([CH3:16])[CH3:15])=[O:12])=[O:4], predict the reactants needed to synthesize it. The reactants are: [CH3:1][O:2][C:3]([C@@H:5]1[C@H:9]([OH:10])[CH2:8][CH2:7][N:6]1[C:11]([O:13][C:14]([CH3:17])([CH3:16])[CH3:15])=[O:12])=[O:4].[Li+].[CH3:19]C([N-]C(C)C)C.IC. (2) Given the product [CH2:26]([NH:28][C:29](=[O:30])[NH:23][C:22]1[CH:24]=[CH:25][C:19]([C:10]2[N:9]=[C:8]([N:3]3[CH2:4][CH2:5][O:6][CH2:7][C@@H:2]3[CH3:1])[CH:13]=[C:12]([CH2:14][S:15]([CH3:18])(=[O:17])=[O:16])[N:11]=2)=[CH:20][CH:21]=1)[CH3:27], predict the reactants needed to synthesize it. The reactants are: [CH3:1][C@H:2]1[CH2:7][O:6][CH2:5][CH2:4][N:3]1[C:8]1[CH:13]=[C:12]([CH2:14][S:15]([CH3:18])(=[O:17])=[O:16])[N:11]=[C:10]([C:19]2[CH:25]=[CH:24][C:22]([NH2:23])=[CH:21][CH:20]=2)[N:9]=1.[CH2:26]([N:28]=[C:29]=[O:30])[CH3:27].